Dataset: Forward reaction prediction with 1.9M reactions from USPTO patents (1976-2016). Task: Predict the product of the given reaction. Given the reactants C([O-])([O-])=O.[Na+].[Na+].Br[C:8]1[C:9]([CH3:14])=[N:10][CH:11]=[CH:12][CH:13]=1.[OH:15][C:16]1[CH:21]=[CH:20][C:19](B(O)O)=[CH:18][CH:17]=1, predict the reaction product. The product is: [CH3:14][C:9]1[C:8]([C:19]2[CH:20]=[CH:21][C:16]([OH:15])=[CH:17][CH:18]=2)=[CH:13][CH:12]=[CH:11][N:10]=1.